This data is from CYP2D6 substrate classification data from Carbon-Mangels et al.. The task is: Regression/Classification. Given a drug SMILES string, predict its absorption, distribution, metabolism, or excretion properties. Task type varies by dataset: regression for continuous measurements (e.g., permeability, clearance, half-life) or binary classification for categorical outcomes (e.g., BBB penetration, CYP inhibition). Dataset: cyp2d6_substrate_carbonmangels. (1) The compound is O=[N+]([O-])OCC(CO[N+](=O)[O-])O[N+](=O)[O-]. The result is 0 (non-substrate). (2) The molecule is CN(C)CC[C@H](c1ccc(Cl)cc1)c1ccccn1. The result is 1 (substrate). (3) The compound is C[C@H]1O[C@@H](O[C@H]2[C@@H](O)C[C@H](O[C@H]3[C@@H](O)C[C@H](O[C@H]4CC[C@]5(C)[C@H]6C[C@@H](O)[C@]7(C)[C@@H](C8=CC(=O)OC8)CC[C@]7(O)[C@@H]6CC[C@@H]5C4)O[C@@H]3C)O[C@@H]2C)C[C@H](O)[C@@H]1O. The result is 0 (non-substrate). (4) The compound is CC[C@H]1CN2CC[C@H]1C[C@@H]2[C@@H](O)c1ccnc2ccc(OC)cc12. The result is 0 (non-substrate).